Dataset: Catalyst prediction with 721,799 reactions and 888 catalyst types from USPTO. Task: Predict which catalyst facilitates the given reaction. (1) Reactant: [C:1]([C:3]1[S:4][C:5]2[CH:11]=[C:10]([NH:12][C:13](=[O:19])[CH2:14][CH2:15][C:16]([OH:18])=O)[CH:9]=[CH:8][C:6]=2[N:7]=1)#[N:2].[NH2:20][CH2:21][CH2:22][CH2:23][O:24][CH2:25][CH2:26][O:27][CH2:28][CH2:29][O:30][CH2:31][CH2:32][CH2:33][NH:34][C:35](=[O:41])[O:36][C:37]([CH3:40])([CH3:39])[CH3:38].CCN=C=NCCCN(C)C. Product: [C:1]([C:3]1[S:4][C:5]2[CH:11]=[C:10]([NH:12][C:13](=[O:19])[CH2:14][CH2:15][C:16](=[O:18])[NH:20][CH2:21][CH2:22][CH2:23][O:24][CH2:25][CH2:26][O:27][CH2:28][CH2:29][O:30][CH2:31][CH2:32][CH2:33][NH:34][C:35](=[O:41])[O:36][C:37]([CH3:39])([CH3:38])[CH3:40])[CH:9]=[CH:8][C:6]=2[N:7]=1)#[N:2]. The catalyst class is: 59. (2) Reactant: [S:1]1[C:5]2[CH:6]=[CH:7][CH:8]=[CH:9][C:4]=2[C:3]([NH:10][CH2:11][CH2:12][NH:13][C:14]([C:16]2[CH:25]=[CH:24][C:19]([C:20]([O:22]C)=[O:21])=[CH:18][N:17]=2)=[O:15])=[N:2]1.O.[OH-].[Li+]. Product: [S:1]1[C:5]2[CH:6]=[CH:7][CH:8]=[CH:9][C:4]=2[C:3]([NH:10][CH2:11][CH2:12][NH:13][C:14]([C:16]2[CH:25]=[CH:24][C:19]([C:20]([OH:22])=[O:21])=[CH:18][N:17]=2)=[O:15])=[N:2]1. The catalyst class is: 30.